Dataset: Forward reaction prediction with 1.9M reactions from USPTO patents (1976-2016). Task: Predict the product of the given reaction. (1) Given the reactants [O:1]1[CH2:6][CH:5]=[C:4]([C:7]2[N:12]=[C:11]([C:13]3[CH:18]=[CH:17][C:16]([N+:19]([O-])=O)=[CH:15][CH:14]=3)[N:10]=[C:9]([N:22]3[CH:27]4[CH2:28][CH2:29][CH:23]3[CH2:24][O:25][CH2:26]4)[CH:8]=2)[CH2:3][CH2:2]1, predict the reaction product. The product is: [CH:23]12[N:22]([C:9]3[CH:8]=[C:7]([CH:4]4[CH2:3][CH2:2][O:1][CH2:6][CH2:5]4)[N:12]=[C:11]([C:13]4[CH:14]=[CH:15][C:16]([NH2:19])=[CH:17][CH:18]=4)[N:10]=3)[CH:27]([CH2:28][CH2:29]1)[CH2:26][O:25][CH2:24]2. (2) Given the reactants [C:1]([C:3]1[N:7]([CH:8]2[CH2:13][CH2:12][N:11]([C:14]([O:16][CH:17]([CH3:19])[CH3:18])=[O:15])[CH2:10][CH2:9]2)[N:6]=[CH:5][C:4]=1[CH2:20][O:21][C:22]1[CH:27]=[CH:26][C:25]([C:28]2[N:29]=[N:30][N:31]([CH2:33][CH2:34][O:35][Si](C)(C)C)[N:32]=2)=[CH:24][C:23]=1[F:40])#[N:2].Cl, predict the reaction product. The product is: [C:1]([C:3]1[N:7]([CH:8]2[CH2:9][CH2:10][N:11]([C:14]([O:16][CH:17]([CH3:19])[CH3:18])=[O:15])[CH2:12][CH2:13]2)[N:6]=[CH:5][C:4]=1[CH2:20][O:21][C:22]1[CH:27]=[CH:26][C:25]([C:28]2[N:29]=[N:30][N:31]([CH2:33][CH2:34][OH:35])[N:32]=2)=[CH:24][C:23]=1[F:40])#[N:2]. (3) The product is: [CH2:1]([C:3]1[CH:8]=[CH:7][C:6]([C@H:9]2[CH2:14][C@@H:13]([CH:15]([CH3:16])[CH3:17])[N:12]3[N:18]=[CH:19][C:20]([C:21]([NH:64][CH2:63][C:62]4[CH:65]=[CH:66][C:59]([O:57][CH3:58])=[CH:60][CH:61]=4)=[O:22])=[C:11]3[NH:10]2)=[CH:5][CH:4]=1)[CH3:2]. Given the reactants [CH2:1]([C:3]1[CH:8]=[CH:7][C:6]([C@H:9]2[CH2:14][C@@H:13]([CH:15]([CH3:17])[CH3:16])[N:12]3[N:18]=[CH:19][C:20]([C:21](O)=[O:22])=[C:11]3[NH:10]2)=[CH:5][CH:4]=1)[CH3:2].CN(C(ON1N=NC2C=CC=NC1=2)=[N+](C)C)C.F[P-](F)(F)(F)(F)F.C(N(CC)C(C)C)(C)C.[O:57]([C:59]1[CH:66]=[CH:65][C:62]([CH2:63][NH2:64])=[CH:61][CH:60]=1)[CH3:58], predict the reaction product. (4) Given the reactants [CH2:1]([O:8][C:9](=[O:31])[C@H:10]([CH2:16][CH2:17][CH2:18][CH2:19][NH:20][C:21]([O:23][CH2:24][C:25]1[CH:30]=[CH:29][CH:28]=[CH:27][CH:26]=1)=[O:22])[NH:11][CH2:12][CH:13]([CH3:15])[CH3:14])[C:2]1[CH:7]=[CH:6][CH:5]=[CH:4][CH:3]=1.[I:32][C:33]1[CH:38]=[CH:37][C:36]([S:39](Cl)(=[O:41])=[O:40])=[CH:35][CH:34]=1, predict the reaction product. The product is: [CH2:1]([O:8][C:9](=[O:31])[C@H:10]([CH2:16][CH2:17][CH2:18][CH2:19][NH:20][C:21]([O:23][CH2:24][C:25]1[CH:26]=[CH:27][CH:28]=[CH:29][CH:30]=1)=[O:22])[N:11]([CH2:12][CH:13]([CH3:15])[CH3:14])[S:39]([C:36]1[CH:37]=[CH:38][C:33]([I:32])=[CH:34][CH:35]=1)(=[O:41])=[O:40])[C:2]1[CH:3]=[CH:4][CH:5]=[CH:6][CH:7]=1. (5) Given the reactants [Br:1][C:2]1[CH2:11][CH2:10][C:9]2[C:4](=[CH:5][CH:6]=[C:7]([F:12])[CH:8]=2)[C:3]=1[CH:13]=[O:14].ClC1C(=O)C(C#N)=C(C#N)C(=O)C=1Cl, predict the reaction product. The product is: [Br:1][C:2]1[CH:11]=[CH:10][C:9]2[C:4](=[CH:5][CH:6]=[C:7]([F:12])[CH:8]=2)[C:3]=1[CH:13]=[O:14]. (6) The product is: [C:1]([C:3]1[C:4]([CH3:37])=[C:5]([C@@H:10]2[CH2:15][N:14]3[CH2:16][CH2:17][NH:18][CH2:19][C@H:13]3[CH2:12][N:11]2[C:30]([O:32][C:33]([CH3:35])([CH3:34])[CH3:36])=[O:31])[CH:6]=[CH:7][C:8]=1[F:9])#[N:2]. Given the reactants [C:1]([C:3]1[C:4]([CH3:37])=[C:5]([C@@H:10]2[CH2:15][N:14]3[CH2:16][CH2:17][N:18](C(OCC4C=CC=CC=4)=O)[CH2:19][C@H:13]3[CH2:12][N:11]2[C:30]([O:32][C:33]([CH3:36])([CH3:35])[CH3:34])=[O:31])[CH:6]=[CH:7][C:8]=1[F:9])#[N:2], predict the reaction product. (7) Given the reactants [N+:1]([C:4]1[CH:9]=[CH:8][C:7]([NH:10][C:11](=[O:14])[CH:12]=[CH2:13])=[CH:6][CH:5]=1)([O-])=O.[OH-].[Na+], predict the reaction product. The product is: [NH2:1][C:4]1[CH:5]=[CH:6][C:7]([NH:10][C:11](=[O:14])[CH:12]=[CH2:13])=[CH:8][CH:9]=1.